This data is from Human liver microsome stability data. The task is: Regression/Classification. Given a drug SMILES string, predict its absorption, distribution, metabolism, or excretion properties. Task type varies by dataset: regression for continuous measurements (e.g., permeability, clearance, half-life) or binary classification for categorical outcomes (e.g., BBB penetration, CYP inhibition). Dataset: hlm. The molecule is O=C(CCCCCNC(=O)NC(=O)c1ccccc1)NO. The result is 0 (unstable in human liver microsomes).